From a dataset of Peptide-MHC class I binding affinity with 185,985 pairs from IEDB/IMGT. Regression. Given a peptide amino acid sequence and an MHC pseudo amino acid sequence, predict their binding affinity value. This is MHC class I binding data. (1) The peptide sequence is GIIITVGMLI. The MHC is HLA-A02:01 with pseudo-sequence HLA-A02:01. The binding affinity (normalized) is 0.367. (2) The peptide sequence is WLAGFEPSE. The binding affinity (normalized) is 0.0847. The MHC is HLA-A02:03 with pseudo-sequence HLA-A02:03. (3) The peptide sequence is AMITYITRK. The MHC is HLA-B57:01 with pseudo-sequence HLA-B57:01. The binding affinity (normalized) is 0.0847. (4) The peptide sequence is ELLDHLLLF. The MHC is HLA-A68:02 with pseudo-sequence HLA-A68:02. The binding affinity (normalized) is 0.0847. (5) The peptide sequence is LMLVALLGAM. The MHC is HLA-B08:01 with pseudo-sequence HLA-B08:01. The binding affinity (normalized) is 0.179. (6) The peptide sequence is FIVEHINAM. The MHC is HLA-A02:01 with pseudo-sequence HLA-A02:01. The binding affinity (normalized) is 0.778. (7) The peptide sequence is YTMDGEYRL. The MHC is HLA-E01:01 with pseudo-sequence HLA-E01:03. The binding affinity (normalized) is 0.0847. (8) The peptide sequence is ELVRKTRFL. The MHC is HLA-A30:01 with pseudo-sequence HLA-A30:01. The binding affinity (normalized) is 0.0847.